Dataset: Catalyst prediction with 721,799 reactions and 888 catalyst types from USPTO. Task: Predict which catalyst facilitates the given reaction. (1) Reactant: CC=CC[SiH:5]([O:9][CH2:10][CH3:11])OCC.C[SiH2]O[CH2:15][CH:16]([CH2:20]C=C)[CH2:17][CH:18]=C.[Mg].C[Si](OCC)(OCC)OCC.C(Cl)C=C. Product: [CH3:15][C:16]([CH3:20])=[CH:17][CH2:18][CH2:11][CH2:10][O:9][SiH3:5]. The catalyst class is: 28. (2) Reactant: [C:1]([C:4]1[CH:13]=[C:12]2[C:7]([C:8]([NH:17][CH2:18][C:19]3[CH:24]=[CH:23][C:22]([NH:25][C:26](=[O:34])[C:27]4[CH:32]=[CH:31][C:30]([F:33])=[CH:29][CH:28]=4)=[CH:21][CH:20]=3)=[N:9][C:10]([N:14]([CH3:16])[CH3:15])=[N:11]2)=[CH:6][CH:5]=1)(=[O:3])[CH3:2].[BH4-].[Na+]. Product: [CH3:16][N:14]([CH3:15])[C:10]1[N:9]=[C:8]([NH:17][CH2:18][C:19]2[CH:20]=[CH:21][C:22]([NH:25][C:26](=[O:34])[C:27]3[CH:32]=[CH:31][C:30]([F:33])=[CH:29][CH:28]=3)=[CH:23][CH:24]=2)[C:7]2[C:12](=[CH:13][C:4]([CH:1]([OH:3])[CH3:2])=[CH:5][CH:6]=2)[N:11]=1. The catalyst class is: 5. (3) Reactant: [CH2:1]([N:8]1[CH2:13][CH2:12][CH2:11][CH2:10][C:9]1=O)[C:2]1[CH:7]=[CH:6][CH:5]=[CH:4][CH:3]=1.[C:15]([O:19][C:20](=[O:25])[NH:21][CH2:22][CH2:23][NH2:24])([CH3:18])([CH3:17])[CH3:16].[C:26]([OH:29])(=O)[CH3:27].[BH-](OC(C)=O)(OC(C)=O)O[C:32](C)=O.[Na+].C([O-])(O)=O.[Na+].[Cl-]. Product: [C:15]([O:19][C:20](=[O:25])[NH:21][CH2:22][CH2:23][N:24]([C:26](=[O:29])[CH:27]=[CH2:32])[CH:11]1[CH2:12][CH2:13][N:8]([CH2:1][C:2]2[CH:7]=[CH:6][CH:5]=[CH:4][CH:3]=2)[CH2:9][CH2:10]1)([CH3:18])([CH3:16])[CH3:17]. The catalyst class is: 2.